Dataset: Reaction yield outcomes from USPTO patents with 853,638 reactions. Task: Predict the reaction yield, written as a fraction of the theoretical maximum amount of product (1.0 means a 100% yield; for example, 0.34 means a 34% yield). (1) The reactants are [OH:1][C:2]1[CH:7]=[CH:6][C:5]([N+:8]([O-:10])=[O:9])=[CH:4][C:3]=1[C:11](=[O:13])[CH3:12].[H-].[Na+].Br[CH:17]([C:24]1[CH:29]=[CH:28][CH:27]=[CH:26][CH:25]=1)[C:18]1[CH:23]=[CH:22][CH:21]=[CH:20][CH:19]=1. The catalyst is CN(C=O)C. The product is [CH:17]([O:1][C:2]1[CH:7]=[CH:6][C:5]([N+:8]([O-:10])=[O:9])=[CH:4][C:3]=1[C:11](=[O:13])[CH3:12])([C:18]1[CH:23]=[CH:22][CH:21]=[CH:20][CH:19]=1)[C:24]1[CH:29]=[CH:28][CH:27]=[CH:26][CH:25]=1. The yield is 0.649. (2) The reactants are Cl[C:2]1[N:3]=[CH:4][C:5]2[C:10]([C:11]([NH:13][CH2:14][C:15]3[C:16]([OH:23])=[N:17][C:18]([CH3:22])=[CH:19][C:20]=3[CH3:21])=[O:12])=[C:9]([CH3:24])[N:8]([C@@H:25]([C:27]3[CH:32]=[CH:31][CH:30]=[CH:29][CH:28]=3)[CH3:26])[C:6]=2[N:7]=1.[NH:33]1[CH2:38][CH2:37][O:36][CH2:35][CH2:34]1. No catalyst specified. The product is [OH:23][C:16]1[C:15]([CH2:14][NH:13][C:11]([C:10]2[C:5]3[CH:4]=[N:3][C:2]([N:33]4[CH2:38][CH2:37][O:36][CH2:35][CH2:34]4)=[N:7][C:6]=3[N:8]([C@@H:25]([C:27]3[CH:32]=[CH:31][CH:30]=[CH:29][CH:28]=3)[CH3:26])[C:9]=2[CH3:24])=[O:12])=[C:20]([CH3:21])[CH:19]=[C:18]([CH3:22])[N:17]=1. The yield is 0.705. (3) The reactants are CS(O[CH2:6][CH:7]([NH:15][C:16]([O:18][C:19]([CH3:22])([CH3:21])[CH3:20])=[O:17])[C:8]1[CH:13]=[CH:12][C:11]([Cl:14])=[CH:10][CH:9]=1)(=O)=O.[N-:23]=[N+]=[N-].[Na+].C(O)C. The catalyst is CN(C=O)C.[Pd]. The product is [NH2:23][CH2:6][CH:7]([NH:15][C:16](=[O:17])[O:18][C:19]([CH3:22])([CH3:21])[CH3:20])[C:8]1[CH:13]=[CH:12][C:11]([Cl:14])=[CH:10][CH:9]=1. The yield is 0.990.